From a dataset of Full USPTO retrosynthesis dataset with 1.9M reactions from patents (1976-2016). Predict the reactants needed to synthesize the given product. Given the product [C:1]1([C:7]2[CH2:12][CH2:11][N:10]([CH2:13][CH2:14][CH2:15][C:16]3[NH:17][C:22](=[O:21])[C:24]4[CH2:29][CH2:28][CH2:27][CH2:26][C:25]=4[N:18]=3)[CH2:9][CH:8]=2)[CH:2]=[CH:3][CH:4]=[CH:5][CH:6]=1, predict the reactants needed to synthesize it. The reactants are: [C:1]1([C:7]2[CH2:8][CH2:9][N:10]([CH2:13][CH2:14][CH2:15][C:16](=[NH:18])[NH2:17])[CH2:11][CH:12]=2)[CH:6]=[CH:5][CH:4]=[CH:3][CH:2]=1.CC[O:21][C:22]([CH:24]1[C:29](=O)[CH2:28][CH2:27][CH2:26][CH2:25]1)=O.C(=O)([O-])[O-].[K+].[K+].